Task: Predict the product of the given reaction.. Dataset: Forward reaction prediction with 1.9M reactions from USPTO patents (1976-2016) Given the reactants [OH:1][C:2]1[CH:10]=[CH:9][C:8]([C:11]2[N:12]([C:27]([O:29][C:30]([CH3:33])([CH3:32])[CH3:31])=[O:28])[C:13]3[C:18]([CH:19]=2)=[CH:17][C:16]([CH2:20][N:21]2[CH2:26][CH2:25][CH2:24][CH2:23][CH2:22]2)=[CH:15][CH:14]=3)=[C:7]2[C:3]=1[CH2:4][NH:5][C:6]2=[O:34].C(N(CC)CC)C.[CH2:42]([C:44]1[CH:49]=[CH:48][C:47]([S:50](Cl)(=[O:52])=[O:51])=[CH:46][CH:45]=1)[CH3:43], predict the reaction product. The product is: [CH2:42]([C:44]1[CH:45]=[CH:46][C:47]([S:50]([O:1][C:2]2[CH:10]=[CH:9][C:8]([C:11]3[N:12]([C:27]([O:29][C:30]([CH3:31])([CH3:33])[CH3:32])=[O:28])[C:13]4[C:18]([CH:19]=3)=[CH:17][C:16]([CH2:20][N:21]3[CH2:26][CH2:25][CH2:24][CH2:23][CH2:22]3)=[CH:15][CH:14]=4)=[C:7]3[C:3]=2[CH2:4][NH:5][C:6]3=[O:34])(=[O:52])=[O:51])=[CH:48][CH:49]=1)[CH3:43].